From a dataset of Full USPTO retrosynthesis dataset with 1.9M reactions from patents (1976-2016). Predict the reactants needed to synthesize the given product. (1) Given the product [F:1][C:2]1[CH:10]=[CH:9][C:8]2[N:7]([C:21]3[CH:30]=[CH:29][C:24]([C:25]([OH:27])=[O:26])=[CH:23][CH:22]=3)[C:6]3[CH:11]=[N:12][N:13]([CH:14]4[CH2:19][CH2:18][CH2:17][CH2:16][O:15]4)[C:5]=3[C:4]=2[CH:3]=1, predict the reactants needed to synthesize it. The reactants are: [F:1][C:2]1[CH:10]=[CH:9][C:8]2[NH:7][C:6]3[CH:11]=[N:12][N:13]([CH:14]4[CH2:19][CH2:18][CH2:17][CH2:16][O:15]4)[C:5]=3[C:4]=2[CH:3]=1.Br[C:21]1[CH:30]=[CH:29][C:24]([C:25]([O:27]C)=[O:26])=[CH:23][CH:22]=1.C([O-])([O-])=O.[Cs+].[Cs+]. (2) Given the product [NH:10]1[C:2]2[CH2:7][CH2:6][CH2:5][CH2:4][C:3]=2[C:8](=[O:16])[NH:9][C:11]1=[O:12], predict the reactants needed to synthesize it. The reactants are: O=[C:2]1[CH2:7][CH2:6][CH2:5][CH2:4][CH:3]1[C:8]#[N:9].[NH2:10][C:11](N)=[O:12].CC[OH:16]. (3) The reactants are: Cl[C:2]1[C:11]2[C:6](=[CH:7][CH:8]=[CH:9][CH:10]=2)[C:5]([C:12]2[CH:17]=[CH:16][C:15]([F:18])=[CH:14][CH:13]=2)=[N:4][N:3]=1.[CH3:19][C@H:20]1[CH2:25][NH:24][CH2:23][CH2:22][N:21]1[C:26]([O:28][C:29]([CH3:32])([CH3:31])[CH3:30])=[O:27].C(N(CC)CC)C.O. Given the product [F:18][C:15]1[CH:16]=[CH:17][C:12]([C:5]2[C:6]3[C:11](=[CH:10][CH:9]=[CH:8][CH:7]=3)[C:2]([N:24]3[CH2:23][CH2:22][N:21]([C:26]([O:28][C:29]([CH3:32])([CH3:31])[CH3:30])=[O:27])[C@@H:20]([CH3:19])[CH2:25]3)=[N:3][N:4]=2)=[CH:13][CH:14]=1, predict the reactants needed to synthesize it. (4) Given the product [CH2:1]([O:2][C:3](=[O:14])[CH2:4][CH2:5][C:6]([O:8][CH2:9][O:10][C:11]([Cl:13])=[O:12])=[O:7])[C:16]1[CH:21]=[CH:20][CH:19]=[CH:18][CH:17]=1, predict the reactants needed to synthesize it. The reactants are: [CH3:1][O:2][C:3](=[O:14])[CH2:4][CH2:5][C:6]([O:8][CH2:9][O:10][C:11]([Cl:13])=[O:12])=[O:7].C(OC(=O)CCC(OCOC(SCC)=O)=O)[C:16]1[CH:21]=[CH:20][CH:19]=[CH:18][CH:17]=1.